This data is from Forward reaction prediction with 1.9M reactions from USPTO patents (1976-2016). The task is: Predict the product of the given reaction. (1) Given the reactants [CH3:1][CH2:2][CH:3]([OH:6])[CH2:4][CH3:5].N1([C:12](N2C=CN=C2)=[O:13])C=CN=C1.CCN(C(C)C)C(C)C.Cl.[Cl:29][C:30]1[C:35]([O:36][CH3:37])=[C:34]([O:38][CH:39]2[CH2:44][CH2:43][NH:42][CH2:41][CH2:40]2)[N:33]=[CH:32][N:31]=1, predict the reaction product. The product is: [CH2:2]([CH:3]([O:6][C:12]([N:42]1[CH2:43][CH2:44][CH:39]([O:38][C:34]2[C:35]([O:36][CH3:37])=[C:30]([Cl:29])[N:31]=[CH:32][N:33]=2)[CH2:40][CH2:41]1)=[O:13])[CH2:4][CH3:5])[CH3:1]. (2) Given the reactants [Br:1][C:2]1[CH:11]=[C:10]2[C:5]([C:6]([Cl:13])=[CH:7][NH:8][C:9]2=[O:12])=[CH:4][CH:3]=1.C(=O)([O-])[O-].[Cs+].[Cs+].CN(C=O)C.Cl[CH2:26][C:27]1[CH:32]=[CH:31][C:30]([O:33][CH3:34])=[CH:29][CH:28]=1, predict the reaction product. The product is: [Br:1][C:2]1[CH:11]=[C:10]2[C:5]([C:6]([Cl:13])=[CH:7][N:8]([CH2:26][C:27]3[CH:32]=[CH:31][C:30]([O:33][CH3:34])=[CH:29][CH:28]=3)[C:9]2=[O:12])=[CH:4][CH:3]=1. (3) Given the reactants [NH:1]1[CH2:6][CH2:5][CH:4]([CH2:7][O:8][C:9]2[CH:18]=[CH:17][CH:16]=[C:15]3[C:10]=2[C:11]([NH2:20])=[N:12][C:13]([NH2:19])=[N:14]3)[CH2:3][CH2:2]1.[Cl:21][C:22]1[CH:27]=[CH:26][CH:25]=[CH:24][C:23]=1[S:28](Cl)(=[O:30])=[O:29], predict the reaction product. The product is: [Cl:21][C:22]1[CH:27]=[CH:26][CH:25]=[CH:24][C:23]=1[S:28]([C:4]1([CH2:7][O:8][C:9]2[CH:18]=[CH:17][CH:16]=[C:15]3[C:10]=2[C:11]([NH2:20])=[N:12][C:13]([NH2:19])=[N:14]3)[CH2:5][CH2:6][NH:1][CH2:2][CH2:3]1)(=[O:30])=[O:29].